Predict the reaction yield, written as a fraction of the theoretical maximum amount of product (1.0 means a 100% yield; for example, 0.34 means a 34% yield). From a dataset of Reaction yield outcomes from USPTO patents with 853,638 reactions. (1) The reactants are [CH2:1]([N:8]1[C:12]([S:13]([NH2:16])(=[O:15])=[O:14])=[C:11]([N+:17]([O-])=O)[N:10]=[CH:9]1)[C:2]1[CH:7]=[CH:6][CH:5]=[CH:4][CH:3]=1. The catalyst is C(O)(=O)C.O1CCOCC1.[Fe]. The product is [NH2:17][C:11]1[N:10]=[CH:9][N:8]([CH2:1][C:2]2[CH:3]=[CH:4][CH:5]=[CH:6][CH:7]=2)[C:12]=1[S:13]([NH2:16])(=[O:15])=[O:14]. The yield is 0.460. (2) The reactants are [CH3:1][N:2]1[CH:6]=[CH:5][C:4]([C:7](=[CH2:18])[C:8]([O:10]CC2C=CC=CC=2)=[O:9])=[N:3]1. The product is [CH3:1][N:2]1[CH:6]=[CH:5][C:4]([CH:7]([CH3:18])[C:8]([OH:10])=[O:9])=[N:3]1. The yield is 0.760. The catalyst is [Pd].CO. (3) The reactants are [C:1]1([C:7](=[N:9][C:10]2[CH:15]=[CH:14][CH:13]=[CH:12][CH:11]=2)[CH3:8])[CH:6]=[CH:5][CH:4]=[CH:3][CH:2]=1. The product is [C:1]1([CH:7]([NH:9][C:10]2[CH:15]=[CH:14][CH:13]=[CH:12][CH:11]=2)[CH3:8])[CH:2]=[CH:3][CH:4]=[CH:5][CH:6]=1. The yield is 0.810. The catalyst is C(Cl)Cl. (4) The catalyst is O1CCOCC1. The reactants are [C:1]1(=[O:7])[NH:5][C:4](=[O:6])[CH2:3][CH2:2]1.[CH:8]([S:10]([C:13]1[CH:18]=[CH:17][C:16]([NH2:19])=[CH:15][CH:14]=1)(=[O:12])=[O:11])=[CH2:9].[OH-].C([N+](CCCC)(CCCC)CCCC)CCC. The yield is 0.700. The product is [NH2:19][C:16]1[CH:15]=[CH:14][C:13]([S:10]([CH2:8][CH2:9][N:5]2[C:4](=[O:6])[CH2:3][CH2:2][C:1]2=[O:7])(=[O:12])=[O:11])=[CH:18][CH:17]=1.